From a dataset of Catalyst prediction with 721,799 reactions and 888 catalyst types from USPTO. Predict which catalyst facilitates the given reaction. Reactant: [Cl:1][C:2]1[CH:7]=[CH:6][CH:5]=[C:4]([Cl:8])[C:3]=1[C:9]1[N:29]([CH2:30][C@@H:31]2[CH2:36][CH2:35][CH2:34][N:33]([C:37]([O:39][C:40]([CH3:43])([CH3:42])[CH3:41])=[O:38])[CH2:32]2)[C:12]2[N:13]=[C:14]([NH:17]CC3C=CC(OC)=C(OC)C=3)[N:15]=[CH:16][C:11]=2[CH:10]=1.C(C1C(=O)C(Cl)=C(Cl)C(=O)C=1C#N)#N. Product: [NH2:17][C:14]1[N:15]=[CH:16][C:11]2[CH:10]=[C:9]([C:3]3[C:4]([Cl:8])=[CH:5][CH:6]=[CH:7][C:2]=3[Cl:1])[N:29]([CH2:30][C@@H:31]3[CH2:36][CH2:35][CH2:34][N:33]([C:37]([O:39][C:40]([CH3:43])([CH3:42])[CH3:41])=[O:38])[CH2:32]3)[C:12]=2[N:13]=1. The catalyst class is: 2.